From a dataset of Catalyst prediction with 721,799 reactions and 888 catalyst types from USPTO. Predict which catalyst facilitates the given reaction. (1) The catalyst class is: 22. Reactant: C1C(=O)N([I:8])C(=O)C1.[CH3:9][N:10]([C:17]1[N:22]2[N:23]=[CH:24][CH:25]=[C:21]2[N:20]=[CH:19][N:18]=1)[C:11]1[CH:16]=[CH:15][CH:14]=[CH:13][CH:12]=1. Product: [I:8][C:25]1[CH:24]=[N:23][N:22]2[C:17]([N:10]([CH3:9])[C:11]3[CH:12]=[CH:13][CH:14]=[CH:15][CH:16]=3)=[N:18][CH:19]=[N:20][C:21]=12. (2) Reactant: Cl[Sn]Cl.O.[C:5]([O:9][C:10]([N:12]1[CH2:17][CH2:16][CH:15]([NH:18][C:19]2[CH:24]=[CH:23][C:22]([N+:25]([O-])=O)=[CH:21][N:20]=2)[CH2:14][CH2:13]1)=[O:11])([CH3:8])([CH3:7])[CH3:6]. Product: [C:5]([O:9][C:10]([N:12]1[CH2:13][CH2:14][CH:15]([NH:18][C:19]2[CH:24]=[CH:23][C:22]([NH2:25])=[CH:21][N:20]=2)[CH2:16][CH2:17]1)=[O:11])([CH3:8])([CH3:6])[CH3:7]. The catalyst class is: 13.